From a dataset of Forward reaction prediction with 1.9M reactions from USPTO patents (1976-2016). Predict the product of the given reaction. The product is: [C:33]([NH:36][NH:37][C:8]([C:7]1[C:2]([NH2:1])=[N:3][CH:4]=[N:5][C:6]=1[NH:11][C@H:12]([C:15]1[N:24]([C:25]2[CH:26]=[CH:27][CH:28]=[CH:29][CH:30]=2)[C:23](=[O:31])[C:22]2[C:17](=[CH:18][CH:19]=[CH:20][C:21]=2[Cl:32])[N:16]=1)[CH2:13][CH3:14])=[O:10])(=[O:35])[CH3:34]. Given the reactants [NH2:1][C:2]1[C:7]([C:8]([OH:10])=O)=[C:6]([NH:11][C@@H:12]([C:15]2[N:24]([C:25]3[CH:30]=[CH:29][CH:28]=[CH:27][CH:26]=3)[C:23](=[O:31])[C:22]3[C:17](=[CH:18][CH:19]=[CH:20][C:21]=3[Cl:32])[N:16]=2)[CH2:13][CH3:14])[N:5]=[CH:4][N:3]=1.[C:33]([NH:36][NH2:37])(=[O:35])[CH3:34].CCN=C=NCCCN(C)C.C1C=NC2N(O)N=NC=2C=1, predict the reaction product.